This data is from Forward reaction prediction with 1.9M reactions from USPTO patents (1976-2016). The task is: Predict the product of the given reaction. Given the reactants [CH3:1][O:2][CH2:3][CH2:4][CH2:5][O:6][C:7]1[CH:12]=[CH:11][CH:10]=[CH:9][C:8]=1[N+:13]([O-])=O.C([O-])=O.[NH4+], predict the reaction product. The product is: [CH3:1][O:2][CH2:3][CH2:4][CH2:5][O:6][C:7]1[CH:12]=[CH:11][CH:10]=[CH:9][C:8]=1[NH2:13].